Dataset: Forward reaction prediction with 1.9M reactions from USPTO patents (1976-2016). Task: Predict the product of the given reaction. Given the reactants [Cl:1][C:2]1[S:6][C:5]([S:7]([N:10]2[CH:15]3[CH2:16][CH2:17][CH2:18][CH:11]2[C:12](=[CH:20]O)[C:13](=O)[CH2:14]3)(=[O:9])=[O:8])=[CH:4][CH:3]=1.O.[NH2:23][NH2:24], predict the reaction product. The product is: [Cl:1][C:2]1[S:6][C:5]([S:7]([N:10]2[CH:15]3[CH2:16][CH2:17][CH2:18][CH:11]2[C:12]2[CH:20]=[N:23][NH:24][C:13]=2[CH2:14]3)(=[O:9])=[O:8])=[CH:4][CH:3]=1.